Dataset: Peptide-MHC class II binding affinity with 134,281 pairs from IEDB. Task: Regression. Given a peptide amino acid sequence and an MHC pseudo amino acid sequence, predict their binding affinity value. This is MHC class II binding data. (1) The peptide sequence is AATQARAAAAAFEAA. The MHC is HLA-DQA10101-DQB10501 with pseudo-sequence HLA-DQA10101-DQB10501. The binding affinity (normalized) is 0.126. (2) The peptide sequence is LQEIPTMLKKGMTTV. The MHC is HLA-DQA10501-DQB10402 with pseudo-sequence HLA-DQA10501-DQB10402. The binding affinity (normalized) is 0.337. (3) The peptide sequence is SVGSLGRYKDEKDVT. The MHC is HLA-DPA10103-DPB10301 with pseudo-sequence HLA-DPA10103-DPB10301. The binding affinity (normalized) is 0. (4) The peptide sequence is QFKPEEITGIMKDFD. The MHC is DRB1_0405 with pseudo-sequence DRB1_0405. The binding affinity (normalized) is 0.421. (5) The peptide sequence is GELQIVDKIDAAFKV. The MHC is DRB1_1302 with pseudo-sequence DRB1_1302. The binding affinity (normalized) is 0.615. (6) The binding affinity (normalized) is 0.462. The peptide sequence is GELQIWDKIDAAFKI. The MHC is DRB1_1201 with pseudo-sequence DRB1_1201.